This data is from Reaction yield outcomes from USPTO patents with 853,638 reactions. The task is: Predict the reaction yield, written as a fraction of the theoretical maximum amount of product (1.0 means a 100% yield; for example, 0.34 means a 34% yield). (1) The reactants are [CH:1]1([S:4]([N:7]2[CH2:12][CH2:11][N:10]([CH2:13][CH2:14][NH:15][C@:16]34[CH2:51][CH2:50][C@@H:49]([C:52]([CH3:54])=[CH2:53])[C@@H:17]3[C@@H:18]3[C@@:31]([CH3:34])([CH2:32][CH2:33]4)[C@@:30]4([CH3:35])[C@@H:21]([C@:22]5([CH3:48])[C@@H:27]([CH2:28][CH2:29]4)[C:26]([CH3:37])([CH3:36])[C:25]([C:38]4[CH:47]=[CH:46][C:41]([C:42]([O:44]C)=[O:43])=[CH:40][CH:39]=4)=[CH:24][CH2:23]5)[CH2:20][CH2:19]3)[CH2:9][CH2:8]2)(=[O:6])=[O:5])[CH2:3][CH2:2]1.[OH-].[Na+]. The catalyst is O1CCOCC1. The product is [CH:1]1([S:4]([N:7]2[CH2:12][CH2:11][N:10]([CH2:13][CH2:14][NH:15][C@:16]34[CH2:51][CH2:50][C@@H:49]([C:52]([CH3:54])=[CH2:53])[C@@H:17]3[C@@H:18]3[C@@:31]([CH3:34])([CH2:32][CH2:33]4)[C@@:30]4([CH3:35])[C@@H:21]([C@:22]5([CH3:48])[C@@H:27]([CH2:28][CH2:29]4)[C:26]([CH3:37])([CH3:36])[C:25]([C:38]4[CH:47]=[CH:46][C:41]([C:42]([OH:44])=[O:43])=[CH:40][CH:39]=4)=[CH:24][CH2:23]5)[CH2:20][CH2:19]3)[CH2:9][CH2:8]2)(=[O:5])=[O:6])[CH2:2][CH2:3]1. The yield is 0.420. (2) The reactants are O1CCCC1.[CH3:6][C:7]1[CH:12]=[CH:11][N:10]=[C:9]([O:13][CH2:14][C:15]2[CH:20]=[CH:19][C:18]([CH2:21][C:22](Cl)=[N:23][OH:24])=[CH:17][CH:16]=2)[CH:8]=1.[C:26]([C:28]1[C:29]([NH2:35])=[N:30][C:31]([NH2:34])=[CH:32][CH:33]=1)#[CH:27].C(N(CC)CC)C. The catalyst is O. The product is [CH3:6][C:7]1[CH:12]=[CH:11][N:10]=[C:9]([O:13][CH2:14][C:15]2[CH:20]=[CH:19][C:18]([CH2:21][C:22]3[CH:27]=[C:26]([C:28]4[C:29]([NH2:35])=[N:30][C:31]([NH2:34])=[CH:32][CH:33]=4)[O:24][N:23]=3)=[CH:17][CH:16]=2)[CH:8]=1. The yield is 0.427. (3) The reactants are [C:1]([C:5]1[CH:10]=[C:9](Br)[C:8]([N+:12]([O-:14])=[O:13])=[CH:7][C:6]=1[O:15][CH2:16][C:17]1[CH:22]=[CH:21][CH:20]=[CH:19][CH:18]=1)([CH3:4])([CH3:3])[CH3:2].[F-:23].[K+].[K+].[Br-].Cl[C:28]([F:34])([F:33])C(OC)=O. The catalyst is O.[Cu]I.CN(C=O)C. The product is [C:1]([C:5]1[CH:10]=[C:9]([C:28]([F:34])([F:23])[F:33])[C:8]([N+:12]([O-:14])=[O:13])=[CH:7][C:6]=1[O:15][CH2:16][C:17]1[CH:22]=[CH:21][CH:20]=[CH:19][CH:18]=1)([CH3:4])([CH3:3])[CH3:2]. The yield is 0.670. (4) The reactants are [Cl:1][CH2:2][C@H:3]([OH:6])[CH2:4][OH:5].[C:7]([Si:11]([CH3:14])([CH3:13])Cl)([CH3:10])([CH3:9])[CH3:8].N1C=CN=C1. The catalyst is CN(C)C=O. The product is [Si:11]([O:5][CH2:4][C@@H:3]([OH:6])[CH2:2][Cl:1])([C:7]([CH3:10])([CH3:9])[CH3:8])([CH3:14])[CH3:13]. The yield is 0.924. (5) The reactants are Br[C:2]1[CH:19]=[CH:18][C:17]([Cl:20])=[CH:16][C:3]=1[O:4][CH2:5][CH2:6][N:7]1[CH:11]=[N:10][C:9]([C:12]([O:14][CH3:15])=[O:13])=[N:8]1.C(#N)C.C(=O)([O-])[O-].[Cs+].[Cs+]. The catalyst is [Cl-].C([N+](CC)(CC)CC)C.C([O-])(=O)C.[Pd+2].C([O-])(=O)C.[Cu]I. The product is [CH3:15][O:14][C:12]([C:9]1[N:10]=[C:11]2[N:7]([CH2:6][CH2:5][O:4][C:3]3[CH:16]=[C:17]([Cl:20])[CH:18]=[CH:19][C:2]=32)[N:8]=1)=[O:13]. The yield is 0.150.